This data is from Full USPTO retrosynthesis dataset with 1.9M reactions from patents (1976-2016). The task is: Predict the reactants needed to synthesize the given product. (1) Given the product [NH:22]([C:4]([CH3:2])=[O:7])[C@H:23]([C:25]([NH:27][C@H:28]([C:32]([NH:34][C@H:35]([C:40]([NH:42][C@H:43]([C:47]([OH:48])=[O:12])[C@@H:44]([CH3:46])[OH:45])=[O:41])[CH2:36][C:37](=[O:39])[NH2:38])=[O:33])[C@@H:29]([CH3:31])[OH:30])=[O:26])[CH3:24], predict the reactants needed to synthesize it. The reactants are: [2H][C:2](C(O)([2H])[2H])([C:4]([OH:7])([2H])[2H])[2H].[O:12](C(O)C)C1C=CC=CC=1.[NH2:22][C@H:23]([C:25]([NH:27][C@H:28]([C:32]([NH:34][C@H:35]([C:40]([NH:42][C@H:43]([C:47](N)=[O:48])[C@@H:44]([CH3:46])[OH:45])=[O:41])[CH2:36][C:37](=[O:39])[NH2:38])=[O:33])[C@@H:29]([CH3:31])[OH:30])=[O:26])[CH3:24]. (2) Given the product [CH2:25]([O:24][C:22](=[O:23])[CH2:21][CH:13]([C:10]1[CH:9]=[CH:8][C:7]([O:6][CH2:1][CH2:2][CH:3]([CH3:4])[CH3:5])=[CH:12][CH:11]=1)[C:14]([OH:16])=[O:15])[C:26]1[CH:27]=[CH:28][CH:29]=[CH:30][CH:31]=1, predict the reactants needed to synthesize it. The reactants are: [CH2:1]([O:6][C:7]1[CH:12]=[CH:11][C:10]([CH:13]([CH2:21][C:22]([O:24][CH2:25][C:26]2[CH:31]=[CH:30][CH:29]=[CH:28][CH:27]=2)=[O:23])[C:14]([O:16]C(C)(C)C)=[O:15])=[CH:9][CH:8]=1)[CH2:2][CH:3]([CH3:5])[CH3:4].